From a dataset of Reaction yield outcomes from USPTO patents with 853,638 reactions. Predict the reaction yield, written as a fraction of the theoretical maximum amount of product (1.0 means a 100% yield; for example, 0.34 means a 34% yield). (1) The reactants are COC1C=C[C:10]2[C:5](=[CH:6][CH:7]=[CH:8][CH:9]=2)[C:4]=1[O:13]C.[CH3:15][CH2:16][CH2:17][CH2:18][CH2:19][CH3:20].C(OCC)(=[O:23])C. No catalyst specified. The product is [CH2:16]([C:17]1[CH:9]=[C:8]2[C:20](=[CH:19][CH:18]=1)[C:4](=[O:13])[C:5]([CH3:10])=[CH:6][C:7]2=[O:23])[CH3:15]. The yield is 0.870. (2) The reactants are [F:1][C:2]1[N:7]=[CH:6][C:5](OB(O)O)=[CH:4][CH:3]=1.Br[C:13]1[CH:27]=[CH:26][C:16]([O:17][CH2:18][CH2:19][N:20]2[CH2:25][CH2:24][O:23][CH2:22][CH2:21]2)=[CH:15][CH:14]=1.C(=O)([O-])[O-].[Na+].[Na+].CC(OC)(C)C. The catalyst is O.COCCOC.C1C=CC([P]([Pd]([P](C2C=CC=CC=2)(C2C=CC=CC=2)C2C=CC=CC=2)([P](C2C=CC=CC=2)(C2C=CC=CC=2)C2C=CC=CC=2)[P](C2C=CC=CC=2)(C2C=CC=CC=2)C2C=CC=CC=2)(C2C=CC=CC=2)C2C=CC=CC=2)=CC=1. The product is [F:1][C:2]1[N:7]=[CH:6][C:5]([C:13]2[CH:27]=[CH:26][C:16]([O:17][CH2:18][CH2:19][N:20]3[CH2:25][CH2:24][O:23][CH2:22][CH2:21]3)=[CH:15][CH:14]=2)=[CH:4][CH:3]=1. The yield is 0.671.